Dataset: CYP3A4 substrate classification data from Carbon-Mangels et al.. Task: Regression/Classification. Given a drug SMILES string, predict its absorption, distribution, metabolism, or excretion properties. Task type varies by dataset: regression for continuous measurements (e.g., permeability, clearance, half-life) or binary classification for categorical outcomes (e.g., BBB penetration, CYP inhibition). Dataset: cyp3a4_substrate_carbonmangels. (1) The result is 0 (non-substrate). The molecule is Nc1nc(NC2CC2)c2ncn([C@H]3C=C[C@@H](CO)C3)c2n1. (2) The molecule is COc1ccc2c3c1O[C@H]1C(=O)CC[C@@]4(O)[C@@H](C2)N(C)CC[C@]314. The result is 0 (non-substrate).